Dataset: Reaction yield outcomes from USPTO patents with 853,638 reactions. Task: Predict the reaction yield, written as a fraction of the theoretical maximum amount of product (1.0 means a 100% yield; for example, 0.34 means a 34% yield). (1) The reactants are [CH3:1][O:2][C:3]1[CH:4]=[C:5]([SH:9])[CH:6]=[CH:7][CH:8]=1.[C:10](Cl)(=[O:14])[C:11](Cl)=[O:12].[Cl-].[Al+3].[Cl-].[Cl-]. The catalyst is CCOCC. The product is [CH3:1][O:2][C:3]1[CH:8]=[CH:7][C:6]2[C:10](=[O:14])[C:11](=[O:12])[S:9][C:5]=2[CH:4]=1. The yield is 0.470. (2) The reactants are [Cl:1][C:2]1[N:6]=[C:5](Cl)[N:4]([CH2:8][C:9]2[CH:14]=[CH:13][C:12]([O:15][CH3:16])=[CH:11][CH:10]=2)[N:3]=1.[Cl:17][C:18]1[CH:19]=[C:20]([CH:22]=[C:23]([Cl:25])[CH:24]=1)[NH2:21].CC([O-])(C)C.[Na+]. The catalyst is CN(C=O)C. The product is [Cl:1][C:2]1[N:6]=[C:5]([NH:21][C:20]2[CH:19]=[C:18]([Cl:17])[CH:24]=[C:23]([Cl:25])[CH:22]=2)[N:4]([CH2:8][C:9]2[CH:14]=[CH:13][C:12]([O:15][CH3:16])=[CH:11][CH:10]=2)[N:3]=1. The yield is 0.810. (3) The product is [C:3]([C:5]1[CH:10]=[CH:9][CH:8]=[C:7]2[C:6]=1[CH2:14][C:15](=[O:17])[NH:11]2)([OH:2])=[O:4]. The reactants are C[O:2][C:3]([C:5]1[CH:10]=[CH:9][CH:8]=[C:7]([N+:11]([O-])=O)[C:6]=1[CH:14](C(OC)=O)[C:15]([O:17]C)=O)=[O:4]. The catalyst is Cl. The yield is 0.370. (4) The reactants are [CH2:1]([C:3]1[C:4]([OH:26])=[C:5]([C:22]([O:24]C)=[O:23])[C:6](=[O:21])[NH:7][C:8]=1[C:9]1[CH:14]=[CH:13][C:12]([C:15]2[CH2:16][CH2:17][NH:18][CH2:19][CH:20]=2)=[CH:11][CH:10]=1)[CH3:2].[I-].[Li+]. The catalyst is CCOC(C)=O. The product is [CH2:1]([C:3]1[C:4]([OH:26])=[C:5]([C:22]([OH:24])=[O:23])[C:6](=[O:21])[NH:7][C:8]=1[C:9]1[CH:10]=[CH:11][C:12]([C:15]2[CH2:16][CH2:17][NH:18][CH2:19][CH:20]=2)=[CH:13][CH:14]=1)[CH3:2]. The yield is 0.300. (5) The reactants are [NH:1]([C:3]1[CH:11]=[CH:10][C:6]([C:7]([OH:9])=[O:8])=[CH:5][N:4]=1)[NH2:2].[C:12]([C:14]1[CH:19]=[CH:18][C:17]([C:20](=[CH:26]N(C)C)[C:21](OCC)=[O:22])=[CH:16][CH:15]=1)#[N:13].Cl.CCN(C(C)C)C(C)C. The catalyst is CC(O)C. The product is [C:12]([C:14]1[CH:19]=[CH:18][C:17]([C:20]2[CH:26]=[N:2][N:1]([C:3]3[CH:11]=[CH:10][C:6]([C:7]([OH:9])=[O:8])=[CH:5][N:4]=3)[C:21]=2[OH:22])=[CH:16][CH:15]=1)#[N:13]. The yield is 0.770. (6) The reactants are CCN(C(C)C)C(C)C.[NH2:10][C:11]1[CH:16]=[C:15]([CH2:17][O:18][C:19]2[C:28]3[C:23](=[CH:24][CH:25]=[CH:26][CH:27]=3)[C:22]([NH:29][C:30]([NH:32][C:33]3[N:37]([C:38]4[CH:43]=[CH:42][C:41]([CH3:44])=[CH:40][CH:39]=4)[N:36]=[C:35]([C:45]([CH3:48])([CH3:47])[CH3:46])[CH:34]=3)=[O:31])=[CH:21][CH:20]=2)[CH:14]=[CH:13][N:12]=1.[Cl:49][CH2:50][C:51](Cl)=[O:52]. The catalyst is C(Cl)Cl.CN(C=O)C. The product is [C:45]([C:35]1[CH:34]=[C:33]([NH:32][C:30](=[O:31])[NH:29][C:22]2[C:23]3[C:28](=[CH:27][CH:26]=[CH:25][CH:24]=3)[C:19]([O:18][CH2:17][C:15]3[CH:14]=[CH:13][N:12]=[C:11]([NH:10][C:51](=[O:52])[CH2:50][Cl:49])[CH:16]=3)=[CH:20][CH:21]=2)[N:37]([C:38]2[CH:39]=[CH:40][C:41]([CH3:44])=[CH:42][CH:43]=2)[N:36]=1)([CH3:48])([CH3:47])[CH3:46]. The yield is 0.420. (7) The reactants are [CH:1]12[N:8]([C:9](Cl)=[O:10])[CH:5]([CH2:6][CH2:7]1)[CH2:4][CH2:3][CH2:2]2.[F:12][C:13]1[CH:14]=[CH:15][C:16]([NH:19][NH2:20])=[N:17][CH:18]=1.CCN(C(C)C)C(C)C. The catalyst is C(Cl)Cl. The product is [F:12][C:13]1[CH:14]=[CH:15][C:16]([NH:19][NH:20][C:9]([N:8]2[CH:5]3[CH2:6][CH2:7][CH:1]2[CH2:2][CH2:3][CH2:4]3)=[O:10])=[N:17][CH:18]=1. The yield is 0.470. (8) The reactants are [NH2:1][C:2]1[CH:11]=[C:10]2[C:5]([CH:6]=[C:7]([C:15]3[C:16]([Br:32])=[CH:17][C:18]([F:31])=[C:19]([NH:21][C:22]([NH:24][C:25]4[CH:30]=[CH:29][CH:28]=[CH:27][CH:26]=4)=[O:23])[CH:20]=3)[C:8](=[O:14])[N:9]2[CH2:12][CH3:13])=[CH:4][N:3]=1.[C:33]([CH2:35][C:36](OCC)=[O:37])#[N:34]. The catalyst is CN1C(=O)CCC1. The product is [Br:32][C:16]1[CH:17]=[C:18]([F:31])[C:19]([NH:21][C:22]([NH:24][C:25]2[CH:26]=[CH:27][CH:28]=[CH:29][CH:30]=2)=[O:23])=[CH:20][C:15]=1[C:7]1[C:8](=[O:14])[N:9]([CH2:12][CH3:13])[C:10]2[C:5]([CH:6]=1)=[CH:4][N:3]=[C:2]([NH:1][C:36](=[O:37])[CH2:35][C:33]#[N:34])[CH:11]=2. The yield is 0.0850. (9) The reactants are O=[CH:2][C@@H:3]([NH:6][C:7](=[O:23])[O:8][CH2:9][CH:10]1[C:22]2[CH:21]=[CH:20][CH:19]=[CH:18][C:17]=2[C:16]2[C:11]1=[CH:12][CH:13]=[CH:14][CH:15]=2)[CH:4]=[CH2:5].[CH3:24][O:25][C:26](=[O:33])[C@@H:27]([NH2:32])[CH2:28][CH:29]([CH3:31])[CH3:30].[BH-](OC(C)=O)(OC(C)=O)OC(C)=O.[Na+]. The catalyst is C1COCC1. The product is [CH:12]1[C:11]2[CH:10]([CH2:9][O:8][C:7]([NH:6][C@@H:3]([CH:4]=[CH2:5])[CH2:2][NH:32][C@@H:27]([CH2:28][CH:29]([CH3:31])[CH3:30])[C:26]([O:25][CH3:24])=[O:33])=[O:23])[C:22]3[C:17](=[CH:18][CH:19]=[CH:20][CH:21]=3)[C:16]=2[CH:15]=[CH:14][CH:13]=1. The yield is 0.420.